This data is from Catalyst prediction with 721,799 reactions and 888 catalyst types from USPTO. The task is: Predict which catalyst facilitates the given reaction. (1) Reactant: Br[C:2]1[CH:3]=[C:4]([C@H:8]([NH:12][C:13](=[O:19])[O:14][C:15]([CH3:18])([CH3:17])[CH3:16])[CH2:9][CH2:10][OH:11])[CH:5]=[CH:6][CH:7]=1.[CH3:20][C:21]1([CH3:37])[C:25]([CH3:27])([CH3:26])[O:24][B:23]([B:23]2[O:24][C:25]([CH3:27])([CH3:26])[C:21]([CH3:37])([CH3:20])[O:22]2)[O:22]1.C([O-])(=O)C.[K+].C(Cl)Cl. Product: [OH:11][CH2:10][CH2:9][C@@H:8]([NH:12][C:13](=[O:19])[O:14][C:15]([CH3:18])([CH3:17])[CH3:16])[C:4]1[CH:5]=[CH:6][CH:7]=[C:2]([B:23]2[O:24][C:25]([CH3:27])([CH3:26])[C:21]([CH3:37])([CH3:20])[O:22]2)[CH:3]=1. The catalyst class is: 151. (2) Reactant: [NH2:1][C@@H:2]1[CH2:6][CH2:5][N:4]([C:7]2[N:15]=[C:14]3[C:10]([N:11]=[CH:12][N:13]3[C@@H:16]3[CH2:20][C@H:19]([NH:21][C:22](=[O:25])[CH2:23][CH3:24])[C@@H:18]([OH:26])[C@H:17]3[OH:27])=[C:9]([NH:28][CH2:29][CH:30]([C:38]3[CH:43]=[CH:42][C:41]([OH:44])=[CH:40][CH:39]=3)[C:31]3[CH:36]=[CH:35][C:34]([OH:37])=[CH:33][CH:32]=3)[N:8]=2)[CH2:3]1.CN1C(=O)CCC1.[O:52]1[CH2:57][CH2:56][N:55]([C:58]2[CH:66]=[CH:65][C:61]([C:62]([Cl:64])=[O:63])=[CH:60][N:59]=2)[CH2:54][CH2:53]1. Product: [ClH:64].[ClH:64].[OH:44][C:41]1[CH:42]=[CH:43][C:38]([CH:30]([C:31]2[CH:36]=[CH:35][C:34]([OH:37])=[CH:33][CH:32]=2)[CH2:29][NH:28][C:9]2[N:8]=[C:7]([N:4]3[CH2:5][CH2:6][C@@H:2]([NH:1][C:62](=[O:63])[C:61]4[CH:65]=[CH:66][C:58]([N:55]5[CH2:54][CH2:53][O:52][CH2:57][CH2:56]5)=[N:59][CH:60]=4)[CH2:3]3)[N:15]=[C:14]3[C:10]=2[N:11]=[CH:12][N:13]3[C@@H:16]2[CH2:20][C@H:19]([NH:21][C:22](=[O:25])[CH2:23][CH3:24])[C@@H:18]([OH:26])[C@H:17]2[OH:27])=[CH:39][CH:40]=1. The catalyst class is: 1. (3) Product: [C:27]([CH:26]1[CH2:25][C:22]2([CH2:24][CH2:23]2)[CH2:21][N:20]1[C:18]([O:17][C:13]([CH3:16])([CH3:15])[CH3:14])=[O:19])(=[O:29])[NH2:3]. Reactant: C(N1C=CN=C1)([N:3]1C=CN=C1)=O.[C:13]([O:17][C:18]([N:20]1[CH:26]([C:27]([OH:29])=O)[CH2:25][C:22]2([CH2:24][CH2:23]2)[CH2:21]1)=[O:19])([CH3:16])([CH3:15])[CH3:14].N. The catalyst class is: 3. (4) The catalyst class is: 743. Product: [O:3]1[C:4]2([CH2:9][CH2:8][C:7]([N:12]3[CH2:17][CH2:16][O:15][CH2:14][CH2:13]3)=[CH:6][CH2:5]2)[O:11][CH2:1][CH2:2]1. Reactant: [CH2:1]1[O:11][C:4]2([CH2:9][CH2:8][C:7](=O)[CH2:6][CH2:5]2)[O:3][CH2:2]1.[NH:12]1[CH2:17][CH2:16][O:15][CH2:14][CH2:13]1. (5) Reactant: S(=O)(=O)(O)N.Cl([O-])=O.[Na+].[CH3:10][C:11]1[CH:12]=[C:13]([CH2:19][CH2:20][CH2:21][CH:22]=[O:23])[CH:14]=[CH:15][C:16]=1[O:17][CH3:18].C([O:26]CC)C. Product: [CH3:10][C:11]1[CH:12]=[C:13]([CH2:19][CH2:20][CH2:21][C:22]([OH:26])=[O:23])[CH:14]=[CH:15][C:16]=1[O:17][CH3:18]. The catalyst class is: 12.